Dataset: Peptide-MHC class I binding affinity with 185,985 pairs from IEDB/IMGT. Task: Regression. Given a peptide amino acid sequence and an MHC pseudo amino acid sequence, predict their binding affinity value. This is MHC class I binding data. The peptide sequence is YFPDWQNYT. The MHC is HLA-A33:01 with pseudo-sequence HLA-A33:01. The binding affinity (normalized) is 0.